This data is from Catalyst prediction with 721,799 reactions and 888 catalyst types from USPTO. The task is: Predict which catalyst facilitates the given reaction. Reactant: Br[C:2]1[CH:14]=[C:13]2[C:5]([C:6]3[C:7](=[O:39])[C:8]4[CH:20]=[CH:19][C:18]([O:21][CH2:22][C@@H:23]5[C@@H:27]([CH2:28][O:29][Si:30]([C:33]([CH3:36])([CH3:35])[CH3:34])([CH3:32])[CH3:31])[O:26][C:25]([CH3:38])([CH3:37])[O:24]5)=[CH:17][C:9]=4[C:10]([CH3:16])([CH3:15])[C:11]=3[NH:12]2)=[CH:4][CH:3]=1.[I-:40].[Na+].CN(C)[C@@H]1CCCC[C@H]1N(C)C. Product: [Si:30]([O:29][CH2:28][C@H:27]1[O:26][C:25]([CH3:37])([CH3:38])[O:24][C@@H:23]1[CH2:22][O:21][C:18]1[CH:19]=[CH:20][C:8]2[C:7](=[O:39])[C:6]3[C:5]4[C:13](=[CH:14][C:2]([I:40])=[CH:3][CH:4]=4)[NH:12][C:11]=3[C:10]([CH3:16])([CH3:15])[C:9]=2[CH:17]=1)([C:33]([CH3:34])([CH3:35])[CH3:36])([CH3:31])[CH3:32]. The catalyst class is: 830.